This data is from Full USPTO retrosynthesis dataset with 1.9M reactions from patents (1976-2016). The task is: Predict the reactants needed to synthesize the given product. (1) The reactants are: C([CH:3]([CH2:21][CH2:22][CH2:23]C)[CH2:4]/[C:5](/C([O-])=O)=[C:6](\[CH2:10][CH:11]([CH2:16][CH3:17])[CH2:12][CH2:13][CH2:14][CH3:15])/[C:7]([O-:9])=[O:8])C.S(OS([O-])=O)([O-])=O.[Na+:32].[Na+].S([O-])([O-])=O.[S:38]([CH:42](CC([O-])=O)[C:43]([O-:45])=[O:44])([OH:41])(=[O:40])=[O:39].[CH2:50](O)[CH3:51]. Given the product [CH2:50]([CH:4]([CH2:3][CH2:21][CH2:22][CH3:23])[CH2:5][C:6]([CH2:10][CH:11]([CH2:16][CH3:17])[CH2:12][CH2:13][CH2:14][CH3:15])([C:7]([O-:9])=[O:8])[CH:42]([S:38]([OH:41])(=[O:40])=[O:39])[C:43]([O-:45])=[O:44])[CH3:51].[Na+:32].[Na+:32], predict the reactants needed to synthesize it. (2) Given the product [F:1][C:2]1[CH:7]=[CH:6][CH:5]=[CH:4][C:3]=1[C:8]1[CH:17]=[C:16]([C:18]2[CH:27]=[CH:26][C:25]([O:31][CH2:32][CH2:33][N:34]3[CH2:39][CH2:38][O:37][CH2:36][CH2:35]3)=[C:24]3[C:19]=2[CH:20]=[CH:21][N:22]=[CH:23]3)[C:15]2[C:10](=[N:11][CH:12]=[CH:13][CH:14]=2)[N:9]=1, predict the reactants needed to synthesize it. The reactants are: [F:1][C:2]1[CH:7]=[CH:6][CH:5]=[CH:4][C:3]=1[C:8]1[CH:17]=[C:16]([C:18]2[CH:27]=[CH:26][C:25]([N+]([O-])=O)=[C:24]3[C:19]=2[CH:20]=[CH:21][N:22]=[CH:23]3)[C:15]2[C:10](=[N:11][CH:12]=[CH:13][CH:14]=2)[N:9]=1.[OH:31][CH2:32][CH2:33][N:34]1[CH2:39][CH2:38][O:37][CH2:36][CH2:35]1.C(=O)([O-])[O-].[Cs+].[Cs+]. (3) Given the product [CH3:34][C:31]1[CH:30]=[CH:29][C:28]([CH2:27][C:9]([C:18]2[CH:17]=[CH:16][C:15]([CH3:19])=[CH:14][CH:13]=2)([CH2:8][C:5]2[CH:6]=[CH:7][C:2]([CH3:1])=[CH:3][CH:4]=2)[C:10]#[N:11])=[CH:33][CH:32]=1, predict the reactants needed to synthesize it. The reactants are: [CH3:1][C:2]1[CH:7]=[CH:6][C:5]([CH2:8][C:9]2([CH2:27][C:28]3[CH:33]=[CH:32][C:31]([CH3:34])=[CH:30][CH:29]=3)[C:18]3[C:13](=[CH:14][C:15]([CH3:19])=[CH:16][CH:17]=3)C=[N+:11](CCCS(O)(=O)=O)[CH2:10]2)=[CH:4][CH:3]=1.C(C1(CC2C=CC=CC=2)C2C(=CC=CC=2)C=NC1)C1C=CC=CC=1. (4) Given the product [C:1]([C:3]1([C:6]2[CH:7]=[C:8]([CH:13]=[CH:14][CH:15]=2)[C:9]([OH:11])=[O:10])[CH2:4][CH2:5]1)#[N:2], predict the reactants needed to synthesize it. The reactants are: [C:1]([C:3]1([C:6]2[CH:7]=[C:8]([CH:13]=[CH:14][CH:15]=2)[C:9]([O:11]C)=[O:10])[CH2:5][CH2:4]1)#[N:2].[OH-].[Li+]. (5) Given the product [Cl:1][C:2]1[CH:3]=[CH:4][C:5]([C:8]2[O:16][C:15]3[CH:14]=[CH:13][N:12]([C:23]4[CH:22]=[CH:21][C:20]([O:19][CH3:18])=[C:25]([O:26][CH3:27])[CH:24]=4)[C:11](=[O:17])[C:10]=3[CH:9]=2)=[CH:6][CH:7]=1, predict the reactants needed to synthesize it. The reactants are: [Cl:1][C:2]1[CH:7]=[CH:6][C:5]([C:8]2[O:16][C:15]3[CH:14]=[CH:13][NH:12][C:11](=[O:17])[C:10]=3[CH:9]=2)=[CH:4][CH:3]=1.[CH3:18][O:19][C:20]1[CH:21]=[C:22](B(O)O)[CH:23]=[CH:24][C:25]=1[O:26][CH3:27].N1C=CC=CC=1. (6) Given the product [CH3:1][O:2][C:3]1[C:8]2[N:9]=[C:10]([NH:12][C:20]([N:34]3[CH2:35][CH2:36][CH:31]([CH2:30][OH:29])[CH2:32][CH2:33]3)=[O:21])[S:11][C:7]=2[C:6]([CH:13]2[CH2:18][CH2:17][O:16][CH2:15][CH2:14]2)=[CH:5][CH:4]=1, predict the reactants needed to synthesize it. The reactants are: [CH3:1][O:2][C:3]1[C:8]2[N:9]=[C:10]([NH2:12])[S:11][C:7]=2[C:6]([CH:13]2[CH2:18][CH2:17][O:16][CH2:15][CH2:14]2)=[CH:5][CH:4]=1.Cl[C:20](OC1C=CC=CC=1)=[O:21].[OH:29][CH2:30][CH:31]1[CH2:36][CH2:35][NH:34][CH2:33][CH2:32]1. (7) The reactants are: [S:1]1[C:5]([C:6]([OH:8])=[O:7])=[CH:4][C:3]2C(C(O)=O)=[CH:10][CH:11]=[CH:12][C:2]1=2.S(=O)(=O)(O)O.[CH3:21]O.O.[C:24]([O:27][CH2:28]C)(=[O:26])[CH3:25]. Given the product [S:1]1[C:5]([C:6]([O:8][CH3:21])=[O:7])=[CH:4][C:3]2[C:25]([C:24]([O:27][CH3:28])=[O:26])=[CH:10][CH:11]=[CH:12][C:2]1=2, predict the reactants needed to synthesize it. (8) The reactants are: C1C=CC(P(C2C([C:18]3[C:19](P(C4C=CC=CC=4)C4C=CC=CC=4)=[CH:20][CH:21]=[C:22]4[C:17]=3[CH:16]=CC=C4)=[C:22]3[C:17]([CH:18]=[CH:19][CH:20]=[CH:21]3)=[CH:16]C=2)C2C=CC=CC=2)=CC=1.Cl.[CH3:48][C:49]1([CH3:74])[CH:53]([C:54]2[CH:59]=[CH:58][C:57]([CH3:60])=[CH:56][CH:55]=2)[C:52]2[C:61]([CH3:73])=[C:62]([N:67]3[CH2:72][CH2:71][NH:70][CH2:69][CH2:68]3)[C:63]([CH3:66])=[C:64]([CH3:65])[C:51]=2[O:50]1.CC(C)([O-])C.[Na+].BrC1C=CC(C)=CC=1. Given the product [CH3:48][C:49]1([CH3:74])[CH:53]([C:54]2[CH:55]=[CH:56][C:57]([CH3:60])=[CH:58][CH:59]=2)[C:52]2[C:61]([CH3:73])=[C:62]([N:67]3[CH2:72][CH2:71][N:70]([C:20]4[CH:21]=[CH:22][C:17]([CH3:16])=[CH:18][CH:19]=4)[CH2:69][CH2:68]3)[C:63]([CH3:66])=[C:64]([CH3:65])[C:51]=2[O:50]1, predict the reactants needed to synthesize it.